Dataset: Full USPTO retrosynthesis dataset with 1.9M reactions from patents (1976-2016). Task: Predict the reactants needed to synthesize the given product. (1) The reactants are: Br[C:2]1[CH:6]=[CH:5][O:4][C:3]=1[CH3:7].[Li]CCCC.[CH2:13]([CH:15]([C:18]1[C:19]2[N:20]([C:25](I)=[C:26]([CH3:28])[N:27]=2)[N:21]=[C:22]([CH3:24])[CH:23]=1)[CH2:16][CH3:17])[CH3:14].[NH4+].[Cl-]. Given the product [CH2:13]([CH:15]([C:18]1[C:19]2[N:20]([C:25]([C:2]3[CH:6]=[CH:5][O:4][C:3]=3[CH3:7])=[C:26]([CH3:28])[N:27]=2)[N:21]=[C:22]([CH3:24])[CH:23]=1)[CH2:16][CH3:17])[CH3:14], predict the reactants needed to synthesize it. (2) Given the product [OH:11][CH2:5][CH2:6][C@H:7]1[O:16][C:17]([CH3:13])([CH3:19])[O:10][C:8]1=[O:9], predict the reactants needed to synthesize it. The reactants are: CC1(C)[C@@H:6]([CH2:7][C:8]([OH:10])=[O:9])[C:5](=[O:11])OO1.[CH2:13]1[CH2:17][O:16]CC1.B.[CH2:19]1COCC1. (3) Given the product [Cl:1][C:2]1[CH:7]=[C:6]([CH2:8][OH:9])[CH:5]=[CH:4][C:3]=1[C:11]([O:13][CH3:14])=[O:12], predict the reactants needed to synthesize it. The reactants are: [Cl:1][C:2]1[CH:7]=[C:6]([C:8]([O-])=[O:9])[CH:5]=[CH:4][C:3]=1[C:11]([O:13][CH3:14])=[O:12].O.C(OCC)(=O)C. (4) Given the product [C:1]([C:3]1([C:16]2[CH:17]=[CH:18][C:19]([N+:22]([O-:24])=[O:23])=[CH:20][CH:21]=2)[CH2:10][CH:11]([C:12]([O:14][CH3:15])=[O:13])[C:6](=[O:8])[CH2:5][CH2:4]1)#[N:2], predict the reactants needed to synthesize it. The reactants are: [C:1]([C:3]([C:16]1[CH:21]=[CH:20][C:19]([N+:22]([O-:24])=[O:23])=[CH:18][CH:17]=1)([CH2:10][CH2:11][C:12]([O:14][CH3:15])=[O:13])[CH2:4][CH2:5][C:6]([O:8]C)=O)#[N:2].[H-].[Na+].